From a dataset of Catalyst prediction with 721,799 reactions and 888 catalyst types from USPTO. Predict which catalyst facilitates the given reaction. (1) Reactant: [CH3:1][O:2][C:3]1[CH:40]=[CH:39][C:6]([C:7]([CH:22]([OH:38])[C@H:23]2[S:27][C@@H:26]([N:28]3[CH:35]=[CH:34][C:32]([NH2:33])=[N:31][C:29]3=[O:30])[C@H:25]([OH:36])[C@@H:24]2[OH:37])([C:16]2[CH:21]=[CH:20][CH:19]=[CH:18][CH:17]=2)[C:8]2[CH:13]=[CH:12][C:11]([O:14][CH3:15])=[CH:10][CH:9]=2)=[CH:5][CH:4]=1.[C:41](O[C:41](=[O:48])[C:42]1[CH:47]=[CH:46][CH:45]=[CH:44][CH:43]=1)(=[O:48])[C:42]1[CH:47]=[CH:46][CH:45]=[CH:44][CH:43]=1. Product: [C:41]([NH:33][C:32]1[CH:34]=[CH:35][N:28]([C@@H:26]2[S:27][C@H:23]([CH:22]([C:7]([C:16]3[CH:17]=[CH:18][CH:19]=[CH:20][CH:21]=3)([C:8]3[CH:9]=[CH:10][C:11]([O:14][CH3:15])=[CH:12][CH:13]=3)[C:6]3[CH:39]=[CH:40][C:3]([O:2][CH3:1])=[CH:4][CH:5]=3)[OH:38])[C@@H:24]([OH:37])[C@H:25]2[OH:36])[C:29](=[O:30])[N:31]=1)(=[O:48])[C:42]1[CH:47]=[CH:46][CH:45]=[CH:44][CH:43]=1. The catalyst class is: 3. (2) Reactant: [CH2:1]([N:3]([CH2:36][CH3:37])[CH2:4][CH2:5][CH2:6][NH:7][C:8]1[N:9]=[C:10]([C:27]2[CH:28]=[C:29]([CH:33]=[CH:34][CH:35]=2)C(O)=O)[C:11]2[CH:17]=[CH:16][C:15](=[O:18])[N:14]([C:19]3[C:24]([F:25])=[CH:23][CH:22]=[CH:21][C:20]=3[F:26])[C:12]=2[N:13]=1)[CH3:2].CN([C:41]([O:45]N1N=NC2C=CC=CC1=2)=[N+](C)C)C.F[P-](F)(F)(F)(F)F.C(N(CC)CC)C.[CH2:69]([NH2:72])[CH2:70][CH3:71]. Product: [CH2:1]([N:3]([CH2:36][CH3:37])[CH2:4][CH2:5][CH2:6][NH:7][C:8]1[N:9]=[C:10]([C:27]2[CH:28]=[CH:29][CH:33]=[CH:34][C:35]=2[C:41]([NH:72][CH2:69][CH2:70][CH3:71])=[O:45])[C:11]2[CH:17]=[CH:16][C:15](=[O:18])[N:14]([C:19]3[C:24]([F:25])=[CH:23][CH:22]=[CH:21][C:20]=3[F:26])[C:12]=2[N:13]=1)[CH3:2]. The catalyst class is: 3. (3) Reactant: [N:1]([CH2:4][CH2:5][CH2:6][C@@:7]1([C:22]2[CH:27]=[CH:26][C:25]([F:28])=[CH:24][CH:23]=2)[O:12][C:11](=[O:13])[N:10]([C@H:14]([CH:16]2[CH2:21][CH2:20][CH2:19][CH2:18][CH2:17]2)[CH3:15])[CH2:9][CH2:8]1)=[N+]=[N-].C1C=CC(P(C2C=CC=CC=2)C2C=CC=CC=2)=CC=1. Product: [NH2:1][CH2:4][CH2:5][CH2:6][C@@:7]1([C:22]2[CH:27]=[CH:26][C:25]([F:28])=[CH:24][CH:23]=2)[O:12][C:11](=[O:13])[N:10]([C@H:14]([CH:16]2[CH2:21][CH2:20][CH2:19][CH2:18][CH2:17]2)[CH3:15])[CH2:9][CH2:8]1. The catalyst class is: 20. (4) Reactant: I[C:2]1[CH:3]=[C:4]2[C:8](=[CH:9][CH:10]=1)[N:7](C(OCCC(C)(C)C)=O)[C:6]([C:20]([O-:22])=[O:21])=[C:5]2[S:23]([N:26]1[CH2:31][CH2:30][O:29][CH2:28][CH2:27]1)(=[O:25])=[O:24].C([Sn](CCCC)(CCCC)[C:37]1[CH:42]=[N:41][CH:40]=[CH:39][N:38]=1)CCC.[C:51]1(C)C=CC=C[C:52]=1P(C1C=CC=CC=1C)C1C=CC=CC=1C.C([O-])(O)=O.[Na+]. Product: [N:26]1([S:23]([C:5]2[C:4]3[C:8](=[CH:9][CH:10]=[C:2]([C:37]4[CH:42]=[N:41][CH:40]=[CH:39][N:38]=4)[CH:3]=3)[NH:7][C:6]=2[C:20]([O:22][CH2:51][CH3:52])=[O:21])(=[O:24])=[O:25])[CH2:27][CH2:28][O:29][CH2:30][CH2:31]1. The catalyst class is: 274.